Dataset: Retrosynthesis with 50K atom-mapped reactions and 10 reaction types from USPTO. Task: Predict the reactants needed to synthesize the given product. (1) Given the product Cc1cc2c(cc1C)C1(CO2)C(=O)Nc2ccccc21, predict the reactants needed to synthesize it. The reactants are: Cc1cc2c(cc1C)C1(CO2)C(=O)N(C(c2ccccc2)c2ccccc2)c2ccccc21. (2) Given the product CC(C)(C(=O)N1CCN(c2ccc(S(=O)(=O)Nc3nccs3)cc2)C(=O)C1)n1ccc2ccc(C(F)(F)F)cc21, predict the reactants needed to synthesize it. The reactants are: CC(C)(C(=O)O)n1ccc2ccc(C(F)(F)F)cc21.O=C1CNCCN1c1ccc(S(=O)(=O)Nc2nccs2)cc1. (3) Given the product CCOC(=O)Nc1cc(F)cc(CCCCC(=O)OC)c1, predict the reactants needed to synthesize it. The reactants are: CCOC(=O)Cl.COC(=O)CCCCc1cc(N)cc(F)c1. (4) Given the product CC(C)CC(C)CCCC(C)OC(=O)OCC(NC(=O)OCc1ccccc1)C(=O)OCc1ccccc1, predict the reactants needed to synthesize it. The reactants are: CC(C)CC(C)CCCC(C)OC(=O)Cl.O=C(NC(CO)C(=O)OCc1ccccc1)OCc1ccccc1. (5) Given the product COc1ccc2cc(C(OC)C(=O)NCc3ccc(C#N)cc3)ccc2c1, predict the reactants needed to synthesize it. The reactants are: COc1ccc2cc(C(OC)C(=O)O)ccc2c1.N#Cc1ccc(CN)cc1. (6) Given the product CC1(NC(=O)OCc2ccccc2)CCN(c2ccc(C#N)cn2)CC1, predict the reactants needed to synthesize it. The reactants are: CC1(NC(=O)OCc2ccccc2)CCNCC1.N#Cc1ccc(Cl)nc1. (7) Given the product CCOC(=O)C(Nc1ccc(C#N)cc1)c1ccc(OC(C)C)c(SC)c1, predict the reactants needed to synthesize it. The reactants are: CC(C)I.CCOC(=O)C(Nc1ccc(C#N)cc1)c1ccc(O)c(SC)c1. (8) Given the product COc1cncc(-c2cnc(N3CCOCC3)cc2Nc2c(C)c(-c3ccccn3)nc3cc(F)cc(F)c23)c1, predict the reactants needed to synthesize it. The reactants are: COc1cncc(-c2cnc(N3CCOCC3)cc2N)c1.Cc1c(-c2ccccn2)nc2cc(F)cc(F)c2c1Cl. (9) Given the product Cc1c(C(=O)Nc2ccnc(Cl)c2)nnn1-c1ccc(F)c(Cl)c1, predict the reactants needed to synthesize it. The reactants are: CCOC(=O)c1nnn(-c2ccc(F)c(Cl)c2)c1C.Nc1ccnc(Cl)c1. (10) The reactants are: NCc1ccc(N2CCCc3ccccc32)cc1.O=C(O)c1cc(Cl)ncn1. Given the product O=C(NCc1ccc(N2CCCc3ccccc32)cc1)c1cc(Cl)ncn1, predict the reactants needed to synthesize it.